Dataset: Catalyst prediction with 721,799 reactions and 888 catalyst types from USPTO. Task: Predict which catalyst facilitates the given reaction. Reactant: [Br:1][C:2]1[S:3][CH:4]=[C:5]([CH:7]=[O:8])[N:6]=1.[CH2:9](O)[CH2:10][OH:11]. Product: [Br:1][C:2]1[S:3][CH:4]=[C:5]([CH:7]2[O:11][CH2:10][CH2:9][O:8]2)[N:6]=1. The catalyst class is: 11.